This data is from Reaction yield outcomes from USPTO patents with 853,638 reactions. The task is: Predict the reaction yield, written as a fraction of the theoretical maximum amount of product (1.0 means a 100% yield; for example, 0.34 means a 34% yield). (1) The reactants are [H-].[Na+].[Br:3][C:4]1[CH:5]=[C:6]2[CH:12]=[N:11][NH:10][C:7]2=[N:8][CH:9]=1.[CH3:13][Si:14]([CH3:21])([CH3:20])[CH2:15][CH2:16][O:17][CH2:18]Cl. The catalyst is C1COCC1.C(OCC)(=O)C. The product is [Br:3][C:4]1[CH:5]=[C:6]2[CH:12]=[N:11][N:10]([CH2:18][O:17][CH2:16][CH2:15][Si:14]([CH3:21])([CH3:20])[CH3:13])[C:7]2=[N:8][CH:9]=1. The yield is 0.430. (2) The reactants are [C:1]([NH2:5])([CH3:4])([CH3:3])[CH3:2].[Cl:6][C:7]1[N:12]=[CH:11][C:10]([S:13](Cl)(=[O:15])=[O:14])=[CH:9][CH:8]=1. The catalyst is C(Cl)Cl. The product is [C:1]([NH:5][S:13]([C:10]1[CH:11]=[N:12][C:7]([Cl:6])=[CH:8][CH:9]=1)(=[O:15])=[O:14])([CH3:4])([CH3:3])[CH3:2]. The yield is 0.790. (3) The reactants are [CH2:1]([O:3][C:4]([C:6]1[CH:7]=[C:8]2[C:13](=[CH:14][CH:15]=1)[NH:12][CH:11]([C:16]1[CH:21]=[CH:20][CH:19]=[C:18](Br)[CH:17]=1)[C:10]([CH3:24])([CH3:23])[CH2:9]2)=[O:5])[CH3:2].C(=O)([O-])[O-].[Cs+].[Cs+].Cl.[CH3:32][C:33]1[CH:38]=[C:37]([CH3:39])[CH:36]=[CH:35][C:34]=1[N:40]1[CH2:45][CH2:44][NH:43][CH2:42][CH2:41]1. The catalyst is C1(C)C=CC=CC=1.C([O-])(=O)C.[Pd+2].C([O-])(=O)C.CC1(C)C2C(=C(P(C3C=CC=CC=3)C3C=CC=CC=3)C=CC=2)OC2C(P(C3C=CC=CC=3)C3C=CC=CC=3)=CC=CC1=2. The product is [CH2:1]([O:3][C:4]([C:6]1[CH:7]=[C:8]2[C:13](=[CH:14][CH:15]=1)[NH:12][CH:11]([C:16]1[CH:21]=[CH:20][CH:19]=[C:18]([N:43]3[CH2:44][CH2:45][N:40]([C:34]4[CH:35]=[CH:36][C:37]([CH3:39])=[CH:38][C:33]=4[CH3:32])[CH2:41][CH2:42]3)[CH:17]=1)[C:10]([CH3:24])([CH3:23])[CH2:9]2)=[O:5])[CH3:2]. The yield is 0.400. (4) The reactants are [NH2:1][C:2]1[N:7]=[CH:6][N:5]=[C:4]2[N:8]([CH:20]([C:22]3[O:23][C:24]4[C:29]([C:30](=[O:39])[C:31]=3[C:32]3[CH:37]=[CH:36][CH:35]=[C:34]([F:38])[CH:33]=3)=[CH:28][CH:27]=[CH:26][CH:25]=4)[CH3:21])[N:9]=[C:10]([C:11]3[CH:16]=[CH:15][C:14]([O:17]C)=[C:13]([F:19])[CH:12]=3)[C:3]=12. The catalyst is ClCCl.B(Br)(Br)Br. The product is [NH2:1][C:2]1[N:7]=[CH:6][N:5]=[C:4]2[N:8]([CH:20]([C:22]3[O:23][C:24]4[C:29]([C:30](=[O:39])[C:31]=3[C:32]3[CH:37]=[CH:36][CH:35]=[C:34]([F:38])[CH:33]=3)=[CH:28][CH:27]=[CH:26][CH:25]=4)[CH3:21])[N:9]=[C:10]([C:11]3[CH:16]=[CH:15][C:14]([OH:17])=[C:13]([F:19])[CH:12]=3)[C:3]=12. The yield is 0.630. (5) The reactants are [CH3:1][O:2][C:3]1[CH:4]=[CH:5][CH:6]=[C:7]2[C:11]=1[CH:10]([N:12]1[C:17]3[N:18]=[C:19](S(C)=O)[N:20]=[CH:21][C:16]=3[CH:15]=[CH:14][C:13]1=[O:25])[CH2:9][CH2:8]2.[CH3:26][N:27]1[CH2:32][CH2:31][N:30]([C:33]2[CH:39]=[CH:38][C:36]([NH2:37])=[CH:35][CH:34]=2)[CH2:29][CH2:28]1. The catalyst is ClCCl. The product is [CH3:1][O:2][C:3]1[CH:4]=[CH:5][CH:6]=[C:7]2[C:11]=1[CH:10]([N:12]1[C:17]3[N:18]=[C:19]([NH:37][C:36]4[CH:35]=[CH:34][C:33]([N:30]5[CH2:29][CH2:28][N:27]([CH3:26])[CH2:32][CH2:31]5)=[CH:39][CH:38]=4)[N:20]=[CH:21][C:16]=3[CH:15]=[CH:14][C:13]1=[O:25])[CH2:9][CH2:8]2. The yield is 0.0860. (6) The reactants are [Si:1]([O:8][CH2:9][C@@H:10]1[CH:15]=[C:14]([C:16]([O:18]C)=[O:17])[C@H:13]([OH:20])[CH2:12][N:11]1[C:21]([O:23][C:24]([CH3:27])([CH3:26])[CH3:25])=[O:22])([C:4]([CH3:7])([CH3:6])[CH3:5])([CH3:3])[CH3:2].O.[Li+].[OH-].Cl. The catalyst is C1COCC1. The product is [C:24]([O:23][C:21]([N:11]1[C@H:10]([CH2:9][O:8][Si:1]([C:4]([CH3:6])([CH3:5])[CH3:7])([CH3:2])[CH3:3])[CH:15]=[C:14]([C:16]([OH:18])=[O:17])[C@H:13]([OH:20])[CH2:12]1)=[O:22])([CH3:25])([CH3:26])[CH3:27]. The yield is 1.00. (7) The reactants are [CH2:1]([O:8][C:9]([N:11]1[CH2:15][CH2:14][CH2:13][C@H:12]1[C:16]1[N:17]=[C:18]2[C:23](Br)=[CH:22][CH:21]=[CH:20][N:19]2[CH:25]=1)=[O:10])[C:2]1[CH:7]=[CH:6][CH:5]=[CH:4][CH:3]=1.[F:26][C:27]([F:38])([F:37])[C:28]1[CH:33]=[CH:32][CH:31]=[CH:30][C:29]=1B(O)O.C(=O)([O-])[O-].[K+].[K+]. The catalyst is C1C=CC([P]([Pd]([P](C2C=CC=CC=2)(C2C=CC=CC=2)C2C=CC=CC=2)([P](C2C=CC=CC=2)(C2C=CC=CC=2)C2C=CC=CC=2)[P](C2C=CC=CC=2)(C2C=CC=CC=2)C2C=CC=CC=2)(C2C=CC=CC=2)C2C=CC=CC=2)=CC=1. The product is [CH2:1]([O:8][C:9]([N:11]1[CH2:15][CH2:14][CH2:13][C@H:12]1[C:16]1[N:17]=[C:18]2[C:23]([C:29]3[CH:30]=[CH:31][CH:32]=[CH:33][C:28]=3[C:27]([F:38])([F:37])[F:26])=[CH:22][CH:21]=[CH:20][N:19]2[CH:25]=1)=[O:10])[C:2]1[CH:7]=[CH:6][CH:5]=[CH:4][CH:3]=1. The yield is 0.700.